This data is from NCI-60 drug combinations with 297,098 pairs across 59 cell lines. The task is: Regression. Given two drug SMILES strings and cell line genomic features, predict the synergy score measuring deviation from expected non-interaction effect. (1) Synergy scores: CSS=23.0, Synergy_ZIP=-4.11, Synergy_Bliss=-7.49, Synergy_Loewe=-6.30, Synergy_HSA=-5.10. Drug 2: CC1=C(C(CCC1)(C)C)C=CC(=CC=CC(=CC(=O)O)C)C. Cell line: UO-31. Drug 1: C1=C(C(=O)NC(=O)N1)F. (2) Drug 1: CC1=C(C=C(C=C1)NC2=NC=CC(=N2)N(C)C3=CC4=NN(C(=C4C=C3)C)C)S(=O)(=O)N.Cl. Cell line: MDA-MB-231. Drug 2: C1=NC2=C(N1)C(=S)N=C(N2)N. Synergy scores: CSS=17.2, Synergy_ZIP=-6.73, Synergy_Bliss=-6.56, Synergy_Loewe=-5.75, Synergy_HSA=-4.95. (3) Synergy scores: CSS=26.9, Synergy_ZIP=3.03, Synergy_Bliss=3.06, Synergy_Loewe=1.21, Synergy_HSA=5.94. Cell line: SK-MEL-2. Drug 1: CCCCCOC(=O)NC1=NC(=O)N(C=C1F)C2C(C(C(O2)C)O)O. Drug 2: C1C(C(OC1N2C=NC(=NC2=O)N)CO)O. (4) Drug 1: CCC(=C(C1=CC=CC=C1)C2=CC=C(C=C2)OCCN(C)C)C3=CC=CC=C3.C(C(=O)O)C(CC(=O)O)(C(=O)O)O. Drug 2: N.N.Cl[Pt+2]Cl. Cell line: HCC-2998. Synergy scores: CSS=27.3, Synergy_ZIP=10.7, Synergy_Bliss=9.94, Synergy_Loewe=-0.369, Synergy_HSA=5.79. (5) Drug 1: C1=CC(=CC=C1C#N)C(C2=CC=C(C=C2)C#N)N3C=NC=N3. Drug 2: C(=O)(N)NO. Cell line: IGROV1. Synergy scores: CSS=2.39, Synergy_ZIP=-0.680, Synergy_Bliss=-0.725, Synergy_Loewe=1.79, Synergy_HSA=-0.800. (6) Drug 1: CCCS(=O)(=O)NC1=C(C(=C(C=C1)F)C(=O)C2=CNC3=C2C=C(C=N3)C4=CC=C(C=C4)Cl)F. Drug 2: C1=CC(=CC=C1CC(C(=O)O)N)N(CCCl)CCCl.Cl. Cell line: TK-10. Synergy scores: CSS=12.2, Synergy_ZIP=-1.38, Synergy_Bliss=2.28, Synergy_Loewe=-0.278, Synergy_HSA=0.0228. (7) Drug 1: COC1=NC(=NC2=C1N=CN2C3C(C(C(O3)CO)O)O)N. Drug 2: C1C(C(OC1N2C=NC(=NC2=O)N)CO)O. Cell line: OVCAR-8. Synergy scores: CSS=13.0, Synergy_ZIP=-1.48, Synergy_Bliss=1.25, Synergy_Loewe=-2.85, Synergy_HSA=2.69. (8) Drug 2: CC1=C(C(CCC1)(C)C)C=CC(=CC=CC(=CC(=O)O)C)C. Synergy scores: CSS=12.4, Synergy_ZIP=-3.53, Synergy_Bliss=-0.670, Synergy_Loewe=-2.31, Synergy_HSA=-0.275. Drug 1: C1CN1P(=S)(N2CC2)N3CC3. Cell line: SNB-75.